The task is: Predict the reactants needed to synthesize the given product.. This data is from Full USPTO retrosynthesis dataset with 1.9M reactions from patents (1976-2016). (1) Given the product [C:1]([O:5][C:6]([C:8]1[S:12][C:11]([CH2:13][CH:14]([C:15]([O:17][CH2:26][C:27]2[CH:32]=[CH:31][CH:30]=[CH:29][CH:28]=2)=[O:16])[CH2:18][CH3:19])=[CH:10][CH:9]=1)=[O:7])([CH3:4])([CH3:3])[CH3:2], predict the reactants needed to synthesize it. The reactants are: [C:1]([O:5][C:6]([C:8]1[S:12][C:11]([CH2:13][CH:14]([CH2:18][CH3:19])[C:15]([OH:17])=[O:16])=[CH:10][CH:9]=1)=[O:7])([CH3:4])([CH3:3])[CH3:2].C(=O)([O-])[O-].[K+].[K+].[CH2:26](Br)[C:27]1[CH:32]=[CH:31][CH:30]=[CH:29][CH:28]=1. (2) Given the product [F:26][C:27]1[CH:28]=[C:29]([CH:33]=[CH:34][C:35]=1[F:36])[C:30]([NH:1][C:2]1[CH:7]=[CH:6][C:5]([C:8]2[CH:9]=[CH:10][C:11]([S:14]([NH:17][C@H:18]([C:22]([OH:24])=[O:23])[CH:19]([CH3:20])[CH3:21])(=[O:16])=[O:15])=[CH:12][CH:13]=2)=[CH:4][CH:3]=1)=[O:31], predict the reactants needed to synthesize it. The reactants are: [NH2:1][C:2]1[CH:7]=[CH:6][C:5]([C:8]2[CH:13]=[CH:12][C:11]([S:14]([NH:17][C@H:18]([C:22]([O:24]C)=[O:23])[CH:19]([CH3:21])[CH3:20])(=[O:16])=[O:15])=[CH:10][CH:9]=2)=[CH:4][CH:3]=1.[F:26][C:27]1[CH:28]=[C:29]([CH:33]=[CH:34][C:35]=1[F:36])[C:30](Cl)=[O:31].N1C=CC=CC=1. (3) Given the product [C:19]([C:23]1[CH:31]=[CH:30][C:26]([C:27]([NH:17][C:11]2[CH:12]=[C:13]([Cl:16])[CH:14]=[CH:15][C:10]=2[C:9]([NH:8][C:5]2[CH:4]=[CH:3][C:2]([Cl:1])=[CH:7][N:6]=2)=[O:18])=[O:28])=[C:25]([O:32][CH:33]2[CH2:34][CH2:35][N:36]([C:39]([O:41][C:42]([CH3:45])([CH3:44])[CH3:43])=[O:40])[CH2:37][CH2:38]2)[CH:24]=1)([CH3:22])([CH3:20])[CH3:21], predict the reactants needed to synthesize it. The reactants are: [Cl:1][C:2]1[CH:3]=[CH:4][C:5]([NH:8][C:9](=[O:18])[C:10]2[CH:15]=[CH:14][C:13]([Cl:16])=[CH:12][C:11]=2[NH2:17])=[N:6][CH:7]=1.[C:19]([C:23]1[CH:31]=[CH:30][C:26]([C:27](Cl)=[O:28])=[C:25]([O:32][CH:33]2[CH2:38][CH2:37][N:36]([C:39]([O:41][C:42]([CH3:45])([CH3:44])[CH3:43])=[O:40])[CH2:35][CH2:34]2)[CH:24]=1)([CH3:22])([CH3:21])[CH3:20]. (4) Given the product [C:1]([N:5]([CH3:34])[C:6]([C:8]1[N:12]2[CH2:13][CH2:14][C:15]3[C:20]([C:11]2=[C:10]([C:27]2[S:28][CH:29]=[CH:30][CH:31]=2)[C:9]=1[CH2:32][O:33][CH3:38])=[CH:19][C:18]([O:21][CH:22]([CH3:24])[CH3:23])=[C:17]([O:25][CH3:26])[CH:16]=3)=[O:7])([CH3:4])([CH3:2])[CH3:3], predict the reactants needed to synthesize it. The reactants are: [C:1]([N:5]([CH3:34])[C:6]([C:8]1[N:12]2[CH2:13][CH2:14][C:15]3[C:20]([C:11]2=[C:10]([C:27]2[S:28][CH:29]=[CH:30][CH:31]=2)[C:9]=1[CH2:32][OH:33])=[CH:19][C:18]([O:21][CH:22]([CH3:24])[CH3:23])=[C:17]([O:25][CH3:26])[CH:16]=3)=[O:7])([CH3:4])([CH3:3])[CH3:2].[H-].[Na+].I[CH3:38].O. (5) Given the product [ClH:30].[NH2:8][CH2:9][CH2:10][C:11]1[CH:23]=[CH:22][C:21]([CH:24]([CH3:25])[CH3:26])=[CH:20][C:12]=1[O:13][CH2:14][CH2:15][CH2:16][C:17]([O:19][CH2:27][CH3:28])=[O:18], predict the reactants needed to synthesize it. The reactants are: C(OC([NH:8][CH2:9][CH2:10][C:11]1[CH:23]=[CH:22][C:21]([CH:24]([CH3:26])[CH3:25])=[CH:20][C:12]=1[O:13][CH2:14][CH2:15][CH2:16][C:17]([O-:19])=[O:18])=O)(C)(C)C.[CH2:27](O)[CH3:28].[ClH:30]. (6) Given the product [NH2:9][C:6]1[C:5]([C:13]#[N:14])=[CH:4][C:3]([C:2]([F:12])([F:11])[F:1])=[CH:8][N:7]=1, predict the reactants needed to synthesize it. The reactants are: [F:1][C:2]([F:12])([F:11])[C:3]1[CH:4]=[C:5](I)[C:6]([NH2:9])=[N:7][CH:8]=1.[CH3:13][N:14](C)C=O. (7) Given the product [NH2:7][C@H:8]1[CH2:13][CH2:12][C@H:11]([CH2:14][NH:15][C:16]2[C:21]([C:22]#[C:23][C:24]3[CH:29]=[CH:28][CH:27]=[CH:26][CH:25]=3)=[CH:20][N:19]=[C:18]([NH:30][CH2:31][C:32]3[CH:37]=[CH:36][CH:35]=[CH:34][C:33]=3[O:38][C:39]([F:41])([F:42])[F:40])[N:17]=2)[CH2:10][CH2:9]1, predict the reactants needed to synthesize it. The reactants are: C(OC(=O)[NH:7][CH:8]1[CH2:13][CH2:12][CH:11]([CH2:14][NH:15][C:16]2[C:21]([C:22]#[C:23][C:24]3[CH:29]=[CH:28][CH:27]=[CH:26][CH:25]=3)=[CH:20][N:19]=[C:18]([NH:30][CH2:31][C:32]3[CH:37]=[CH:36][CH:35]=[CH:34][C:33]=3[O:38][C:39]([F:42])([F:41])[F:40])[N:17]=2)[CH2:10][CH2:9]1)(C)(C)C.C(O)(C(F)(F)F)=O.